Dataset: NCI-60 drug combinations with 297,098 pairs across 59 cell lines. Task: Regression. Given two drug SMILES strings and cell line genomic features, predict the synergy score measuring deviation from expected non-interaction effect. (1) Drug 1: C1=NC2=C(N=C(N=C2N1C3C(C(C(O3)CO)O)F)Cl)N. Drug 2: C(CC(=O)O)C(=O)CN.Cl. Cell line: U251. Synergy scores: CSS=4.89, Synergy_ZIP=-3.84, Synergy_Bliss=-4.10, Synergy_Loewe=-0.783, Synergy_HSA=-2.44. (2) Drug 1: CC1OCC2C(O1)C(C(C(O2)OC3C4COC(=O)C4C(C5=CC6=C(C=C35)OCO6)C7=CC(=C(C(=C7)OC)O)OC)O)O. Drug 2: C1=NC2=C(N1)C(=S)N=C(N2)N. Cell line: MOLT-4. Synergy scores: CSS=82.2, Synergy_ZIP=-0.609, Synergy_Bliss=-0.448, Synergy_Loewe=-1.68, Synergy_HSA=2.15. (3) Drug 1: C1C(C(OC1N2C=NC3=C(N=C(N=C32)Cl)N)CO)O. Drug 2: CCC1(C2=C(COC1=O)C(=O)N3CC4=CC5=C(C=CC(=C5CN(C)C)O)N=C4C3=C2)O.Cl. Cell line: SF-268. Synergy scores: CSS=24.5, Synergy_ZIP=-8.66, Synergy_Bliss=-3.41, Synergy_Loewe=-22.3, Synergy_HSA=-3.71. (4) Drug 1: CC1C(C(CC(O1)OC2CC(CC3=C2C(=C4C(=C3O)C(=O)C5=C(C4=O)C(=CC=C5)OC)O)(C(=O)CO)O)N)O.Cl. Drug 2: C1=CC(=C2C(=C1NCCNCCO)C(=O)C3=C(C=CC(=C3C2=O)O)O)NCCNCCO. Cell line: SF-268. Synergy scores: CSS=37.1, Synergy_ZIP=2.76, Synergy_Bliss=0.812, Synergy_Loewe=-16.2, Synergy_HSA=-1.47. (5) Synergy scores: CSS=3.66, Synergy_ZIP=-0.186, Synergy_Bliss=1.38, Synergy_Loewe=-1.12, Synergy_HSA=-1.28. Cell line: SF-539. Drug 1: C1CCC(C1)C(CC#N)N2C=C(C=N2)C3=C4C=CNC4=NC=N3. Drug 2: CC(C)CN1C=NC2=C1C3=CC=CC=C3N=C2N. (6) Drug 1: C1=NC2=C(N1)C(=S)N=CN2. Drug 2: CC(C)NC(=O)C1=CC=C(C=C1)CNNC.Cl. Cell line: MCF7. Synergy scores: CSS=13.1, Synergy_ZIP=0.647, Synergy_Bliss=1.20, Synergy_Loewe=-19.6, Synergy_HSA=0.413. (7) Drug 1: CCC1=CC2CC(C3=C(CN(C2)C1)C4=CC=CC=C4N3)(C5=C(C=C6C(=C5)C78CCN9C7C(C=CC9)(C(C(C8N6C)(C(=O)OC)O)OC(=O)C)CC)OC)C(=O)OC.C(C(C(=O)O)O)(C(=O)O)O. Drug 2: C1=CN(C(=O)N=C1N)C2C(C(C(O2)CO)O)O.Cl. Cell line: MDA-MB-231. Synergy scores: CSS=38.1, Synergy_ZIP=-2.75, Synergy_Bliss=-2.98, Synergy_Loewe=0.379, Synergy_HSA=1.85.